Predict the reaction yield, written as a fraction of the theoretical maximum amount of product (1.0 means a 100% yield; for example, 0.34 means a 34% yield). From a dataset of Reaction yield outcomes from USPTO patents with 853,638 reactions. The reactants are FC(F)(F)C(O)=O.[NH2:8][C:9](=[NH:26])[C:10]1[CH:11]=[CH:12][C:13]2[O:17][C:16](=[O:18])[N:15]([CH2:19][C:20]([O:22]CC)=[O:21])[C:14]=2[CH:25]=1.[ClH:27].O1CCOCC1. The yield is 1.00. The catalyst is O. The product is [ClH:27].[NH2:26][C:9](=[NH:8])[C:10]1[CH:11]=[CH:12][C:13]2[O:17][C:16](=[O:18])[N:15]([CH2:19][C:20]([OH:22])=[O:21])[C:14]=2[CH:25]=1.